Dataset: Reaction yield outcomes from USPTO patents with 853,638 reactions. Task: Predict the reaction yield, written as a fraction of the theoretical maximum amount of product (1.0 means a 100% yield; for example, 0.34 means a 34% yield). (1) The reactants are [CH3:1][C:2]1[C:11]([NH:12][C@@H:13]2[CH2:18][CH2:17][CH2:16][NH:15][CH2:14]2)=[N:10][C:9]2[C:4](=[CH:5][CH:6]=[CH:7][C:8]=2[C:19]2[NH:27][C:26]3[CH2:25][CH2:24][NH:23][C:22](=[O:28])[C:21]=3[CH:20]=2)[N:3]=1.[CH3:29][C:30](OC(C)=O)=[O:31].C(Cl)Cl.C([O-])(O)=O.[Na+]. The catalyst is CO.C(Cl)Cl. The product is [C:30]([N:15]1[CH2:16][CH2:17][CH2:18][C@@H:13]([NH:12][C:11]2[C:2]([CH3:1])=[N:3][C:4]3[C:9]([N:10]=2)=[C:8]([C:19]2[NH:27][C:26]4[CH2:25][CH2:24][NH:23][C:22](=[O:28])[C:21]=4[CH:20]=2)[CH:7]=[CH:6][CH:5]=3)[CH2:14]1)(=[O:31])[CH3:29]. The yield is 0.300. (2) The reactants are [F:1][C:2]1[CH:3]=[C:4]([CH:9]=[CH:10][C:11]=1[CH3:12])[C:5]([O:7][CH3:8])=[O:6].[Br:13]N1C(=O)CCC1=O.C(OOC(=O)C1C=CC=CC=1)(=O)C1C=CC=CC=1. The catalyst is C(Cl)(Cl)(Cl)Cl. The product is [Br:13][CH2:12][C:11]1[CH:10]=[CH:9][C:4]([C:5]([O:7][CH3:8])=[O:6])=[CH:3][C:2]=1[F:1]. The yield is 0.480. (3) The reactants are [C:1]1([NH:7][CH2:8][C:9]2[CH:16]=[CH:15][C:12]([CH:13]=O)=[CH:11][CH:10]=2)[CH:6]=[CH:5][CH:4]=[CH:3][CH:2]=1.[N+:17]([CH3:20])([O-:19])=[O:18].C([O-])(=O)C.[NH4+]. The catalyst is C(O)(=O)C. The product is [N+:17](/[CH:20]=[CH:13]/[C:12]1[CH:15]=[CH:16][C:9]([CH2:8][NH:7][C:1]2[CH:6]=[CH:5][CH:4]=[CH:3][CH:2]=2)=[CH:10][CH:11]=1)([O-:19])=[O:18]. The yield is 0.360. (4) The reactants are [C:1]([C:3]1[CH:11]=[CH:10][C:6]([C:7](Cl)=[O:8])=[CH:5][CH:4]=1)#[N:2].[NH2:12][C:13]1[CH:17]=[CH:16][S:15][C:14]=1[C:18]([O:20][CH3:21])=[O:19].C(N(CC)CC)C. The catalyst is ClCCl. The product is [C:1]([C:3]1[CH:11]=[CH:10][C:6]([C:7]([NH:12][C:13]2[CH:17]=[CH:16][S:15][C:14]=2[C:18]([O:20][CH3:21])=[O:19])=[O:8])=[CH:5][CH:4]=1)#[N:2]. The yield is 0.910. (5) The reactants are Cl.[S:2]([N:12]1[C:16]2=[N:17][CH:18]=[C:19]([C:21]([O:23]C)=[O:22])[N:20]=[C:15]2[CH:14]=[CH:13]1)([C:5]1[CH:11]=[CH:10][C:8]([CH3:9])=[CH:7][CH:6]=1)(=[O:4])=[O:3]. The catalyst is O1CCOCC1. The product is [S:2]([N:12]1[C:16]2=[N:17][CH:18]=[C:19]([C:21]([OH:23])=[O:22])[N:20]=[C:15]2[CH:14]=[CH:13]1)([C:5]1[CH:6]=[CH:7][C:8]([CH3:9])=[CH:10][CH:11]=1)(=[O:4])=[O:3]. The yield is 0.850.